This data is from Forward reaction prediction with 1.9M reactions from USPTO patents (1976-2016). The task is: Predict the product of the given reaction. (1) Given the reactants [C:1]([O:5][C:6]([NH:8][CH2:9][CH:10]1[CH2:15][CH2:14][CH:13](C(O)=O)[CH2:12][CH2:11]1)=[O:7])([CH3:4])([CH3:3])[CH3:2].C1(P(N=[N+]=[N-])(C2C=CC=CC=2)=[O:26])C=CC=CC=1.C([N:38]([CH2:41]C)CC)C.[CH2:43]([OH:50])[C:44]1[CH:49]=[CH:48][CH:47]=[CH:46][CH:45]=1, predict the reaction product. The product is: [CH2:43]([O:50][C:41](=[O:26])[NH:38][CH:13]1[CH2:12][CH2:11][CH:10]([CH2:9][NH:8][C:6]([O:5][C:1]([CH3:2])([CH3:3])[CH3:4])=[O:7])[CH2:15][CH2:14]1)[C:44]1[CH:49]=[CH:48][CH:47]=[CH:46][CH:45]=1. (2) Given the reactants [I:1][C:2]1[CH:3]=[C:4]2[C:9](=[CH:10][CH:11]=1)[N:8]=[CH:7][N:6]=[C:5]2Cl.[CH3:13][C:14]1[CH:15]=[C:16]([NH2:28])[CH:17]=[CH:18][C:19]=1[O:20][C:21]1[CH:22]=[N:23][C:24]([CH3:27])=[CH:25][CH:26]=1, predict the reaction product. The product is: [I:1][C:2]1[CH:3]=[C:4]2[C:9](=[CH:10][CH:11]=1)[N:8]=[C:7]([NH:28][C:16]1[CH:17]=[CH:18][C:19]([O:20][C:21]3[CH:22]=[N:23][C:24]([CH3:27])=[CH:25][CH:26]=3)=[C:14]([CH3:13])[CH:15]=1)[N:6]=[CH:5]2. (3) Given the reactants [CH:1]12[CH2:10][CH:5]3[CH2:6][CH:7]([CH2:9][CH:3]([CH2:4]3)[CH:2]1[NH:11][C:12]([C:14]1[CH:15]=[N:16][N:17]([CH3:20])[C:18]=1Cl)=[O:13])[CH2:8]2.[NH:21]1[CH2:26][CH2:25][S:24][CH2:23][CH2:22]1, predict the reaction product. The product is: [CH:1]12[CH2:10][CH:5]3[CH2:6][CH:7]([CH2:9][CH:3]([CH2:4]3)[CH:2]1[NH:11][C:12]([C:14]1[CH:15]=[N:16][N:17]([CH3:20])[C:18]=1[N:21]1[CH2:26][CH2:25][S:24][CH2:23][CH2:22]1)=[O:13])[CH2:8]2. (4) Given the reactants [CH3:1][O-].[Na+].[N:4]#[C:5][NH2:6].[N:7]([C:10]1[CH:15]=[CH:14][CH:13]=[C:12]([S:16]([CH3:19])(=[O:18])=[O:17])[CH:11]=1)=[C:8]=[S:9].IC, predict the reaction product. The product is: [C:5](/[N:6]=[C:8](\[S:9][CH3:1])/[NH:7][C:10]1[CH:15]=[CH:14][CH:13]=[C:12]([S:16]([CH3:19])(=[O:18])=[O:17])[CH:11]=1)#[N:4]. (5) Given the reactants [Cl:1][C:2]1[CH:7]=[C:6]([Cl:8])[CH:5]=[CH:4][C:3]=1[CH:9]([N:11]1[C:15]([C:16](OC)=[O:17])=[CH:14][C:13]([O:20][CH:21]([CH3:23])[CH3:22])=[N:12]1)[CH3:10].[H-].C([Al+]CC(C)C)C(C)C.C(O)C.[Cl-].[NH4+], predict the reaction product. The product is: [Cl:1][C:2]1[CH:7]=[C:6]([Cl:8])[CH:5]=[CH:4][C:3]=1[CH:9]([N:11]1[C:15]([CH2:16][OH:17])=[CH:14][C:13]([O:20][CH:21]([CH3:23])[CH3:22])=[N:12]1)[CH3:10]. (6) The product is: [F:28][C:25]1[CH:26]=[CH:27][C:22]([CH2:21][N:11]2[C:12](=[O:13])[N:8]([C:4]3[CH:5]=[CH:6][CH:7]=[C:2]([F:1])[CH:3]=3)[N:9]=[N:10]2)=[CH:23][CH:24]=1. Given the reactants [F:1][C:2]1[CH:3]=[C:4]([N:8]2[C:12](=[O:13])[NH:11][N:10]=[N:9]2)[CH:5]=[CH:6][CH:7]=1.C([O-])([O-])=O.[Cs+].[Cs+].Br[CH2:21][C:22]1[CH:27]=[CH:26][C:25]([F:28])=[CH:24][CH:23]=1, predict the reaction product.